From a dataset of Catalyst prediction with 721,799 reactions and 888 catalyst types from USPTO. Predict which catalyst facilitates the given reaction. (1) Reactant: Cl[C:2]1[CH:7]=[C:6]([C:8]2[CH:13]=[CH:12][CH:11]=[C:10]([Cl:14])[C:9]=2[CH3:15])[N:5]=[C:4]([NH2:16])[N:3]=1.[CH:17]12[CH2:23][CH:20]([CH2:21][CH2:22]1)[CH2:19][CH:18]2[NH2:24]. Product: [CH:17]12[CH2:23][CH:20]([CH2:21][CH2:22]1)[CH2:19][CH:18]2[NH:24][C:2]1[CH:7]=[C:6]([C:8]2[CH:13]=[CH:12][CH:11]=[C:10]([Cl:14])[C:9]=2[CH3:15])[N:5]=[C:4]([NH2:16])[N:3]=1. The catalyst class is: 5. (2) Reactant: [Br:1][C:2]1[CH:7]=[CH:6][C:5]([F:8])=[CH:4][C:3]=1[OH:9].C(=O)([O-])[O-].[Cs+].[Cs+].Cl[C:17]([F:22])([F:21])C([O-])=O.[Na+].O. Product: [Br:1][C:2]1[CH:7]=[CH:6][C:5]([F:8])=[CH:4][C:3]=1[O:9][CH:17]([F:22])[F:21]. The catalyst class is: 3. (3) Reactant: [CH3:1][CH:2]1[C:10]2[C:5](=[CH:6][CH:7]=[CH:8][CH:9]=2)[NH:4][C:3]1=[O:11].CN(C)CCN.C([Li])CCC.CC1C=CC(S(O[CH2:34][C:35]2[CH:36]=[N:37][CH:38]=[N:39][CH:40]=2)(=O)=O)=CC=1. Product: [CH3:1][C:2]1([CH2:34][C:35]2[CH:36]=[N:37][CH:38]=[N:39][CH:40]=2)[C:10]2[C:5](=[CH:6][CH:7]=[CH:8][CH:9]=2)[NH:4][C:3]1=[O:11]. The catalyst class is: 30. (4) Reactant: [CH2:1]([O:3][C:4]([C:6]1[NH:7][C:8]([C:11]([OH:13])=O)=[CH:9][N:10]=1)=[O:5])[CH3:2].[NH:14]1[CH2:19][CH2:18][O:17][CH2:16][CH2:15]1.CCN(C(C)C)C(C)C. Product: [N:14]1([C:11]([C:8]2[NH:7][C:6]([C:4]([O:3][CH2:1][CH3:2])=[O:5])=[N:10][CH:9]=2)=[O:13])[CH2:19][CH2:18][O:17][CH2:16][CH2:15]1. The catalyst class is: 6.